Dataset: Reaction yield outcomes from USPTO patents with 853,638 reactions. Task: Predict the reaction yield, written as a fraction of the theoretical maximum amount of product (1.0 means a 100% yield; for example, 0.34 means a 34% yield). (1) The product is [CH2:1]([C@H:8]1[CH2:12][O:11][C:10](=[O:13])[N:9]1[C:22](=[O:23])[CH2:21][C:20]([CH3:26])([CH3:25])[CH3:19])[C:2]1[CH:3]=[CH:4][CH:5]=[CH:6][CH:7]=1. The catalyst is O1CCCC1. The reactants are [CH2:1]([C@H:8]1[CH2:12][O:11][C:10](=[O:13])[NH:9]1)[C:2]1[CH:7]=[CH:6][CH:5]=[CH:4][CH:3]=1.[Li]CCCC.[CH3:19][C:20]([CH3:26])([CH3:25])[CH2:21][C:22](Cl)=[O:23]. The yield is 0.580. (2) The reactants are [CH3:1][O:2][C:3]1[CH:4]=[C:5]2[C:9](=[CH:10][C:11]=1[N+:12]([O-:14])=[O:13])[NH:8][CH2:7][CH2:6]2.[CH:15]([N:18]([CH:21]([CH3:23])C)[CH2:19]C)(C)C.[C:24](Cl)(=[O:27])C=C. The catalyst is ClCCl.CNC.O1CCCC1. The product is [CH3:19][N:18]([CH3:15])[CH2:21][CH2:23][C:24]([N:8]1[C:9]2[C:5](=[CH:4][C:3]([O:2][CH3:1])=[C:11]([N+:12]([O-:14])=[O:13])[CH:10]=2)[CH2:6][CH2:7]1)=[O:27]. The yield is 0.670. (3) The reactants are [H-].[Na+].[CH:3]([O:5][CH3:6])=[O:4].[F:7][C:8]([F:22])([F:21])[C:9]1[N:14]=[CH:13][C:12]([CH2:15][CH2:16][C:17](OC)=[O:18])=[CH:11][N:10]=1. The catalyst is COCCOC. The product is [OH:18]/[CH:17]=[C:16](/[CH2:15][C:12]1[CH:11]=[N:10][C:9]([C:8]([F:22])([F:21])[F:7])=[N:14][CH:13]=1)\[C:3]([O:5][CH3:6])=[O:4]. The yield is 0.820. (4) The reactants are [CH3:1][C:2]1[C:14]([CH3:15])=[CH:13][CH:12]=[CH:11][C:3]=1[O:4][C:5]([CH3:10])([CH3:9])[C:6]([OH:8])=O.CN(C=O)C.C(Cl)(=O)C(Cl)=O.[Cl-].[Al+3].[Cl-].[Cl-]. The catalyst is C1COCC1.O. The product is [CH3:9][C:5]1([CH3:10])[C:6](=[O:8])[C:11]2[CH:12]=[CH:13][C:14]([CH3:15])=[C:2]([CH3:1])[C:3]=2[O:4]1. The yield is 0.710. (5) The reactants are [NH2:1][C:2]1[CH:7]=[CH:6][CH:5]=[CH:4][C:3]=1[SH:8].C(N(CC)CC)C.[CH3:16][O:17][C:18](=[O:23])[CH2:19][C:20](Cl)=O. The catalyst is C(OCC)C. The product is [CH3:16][O:17][C:18](=[O:23])[CH2:19][C:20]1[S:8][C:3]2[CH:4]=[CH:5][CH:6]=[CH:7][C:2]=2[N:1]=1. The yield is 0.820.